This data is from Forward reaction prediction with 1.9M reactions from USPTO patents (1976-2016). The task is: Predict the product of the given reaction. (1) The product is: [F:1][C:2]1[CH:7]=[C:6]([C:8]2[S:12][C:11]([C:13]3[CH:14]=[CH:15][C:16]([S:19]([CH3:20])(=[O:36])=[O:39])=[CH:17][CH:18]=3)=[N:10][C:9]=2[C:21]2[CH:26]=[CH:25][CH:24]=[C:23]([CH3:27])[CH:22]=2)[CH:5]=[CH:4][N:3]=1. Given the reactants [F:1][C:2]1[CH:7]=[C:6]([C:8]2[S:12][C:11]([C:13]3[CH:18]=[CH:17][C:16]([S:19][CH3:20])=[CH:15][CH:14]=3)=[N:10][C:9]=2[C:21]2[CH:26]=[CH:25][CH:24]=[C:23]([CH3:27])[CH:22]=2)[CH:5]=[CH:4][N:3]=1.ClC1C=CC=C(C(OO)=[O:36])C=1.[OH-:39].[Na+], predict the reaction product. (2) The product is: [CH2:19]([O:6][C:5](=[O:7])[C:4]1[C:8]([F:11])=[CH:9][N:10]=[C:2]([Br:1])[CH:3]=1)[CH3:20]. Given the reactants [Br:1][C:2]1[CH:3]=[C:4]([C:8]([F:11])=[CH:9][N:10]=1)[C:5]([OH:7])=[O:6].C(=O)([O-])[O-].[K+].[K+].I[CH2:19][CH3:20].O, predict the reaction product. (3) Given the reactants [CH3:1][O:2][C:3](=[O:13])[CH2:4][C:5]1[CH:6]=[N:7][C:8]([C:11]#[N:12])=[CH:9][CH:10]=1.[NH2:14][OH:15].Cl.C([O-])(O)=O.[Na+], predict the reaction product. The product is: [CH3:1][O:2][C:3](=[O:13])[CH2:4][C:5]1[CH:6]=[N:7][C:8]([C:11](=[NH:12])[NH:14][OH:15])=[CH:9][CH:10]=1. (4) Given the reactants [C:1]([C:3]1[CH:4]=[CH:5][C:6]([CH2:9][N:10]([CH3:19])[CH2:11][C:12]([O:14][C:15]([CH3:18])([CH3:17])[CH3:16])=[O:13])=[N:7][CH:8]=1)#[N:2].[NH2:20][OH:21], predict the reaction product. The product is: [OH:21][N:20]=[C:1]([C:3]1[CH:4]=[CH:5][C:6]([CH2:9][N:10]([CH3:19])[CH2:11][C:12]([O:14][C:15]([CH3:17])([CH3:16])[CH3:18])=[O:13])=[N:7][CH:8]=1)[NH2:2]. (5) Given the reactants [CH3:1][O:2][C:3]1[CH:8]=[CH:7][C:6]([C:9](=[O:17])[CH2:10][C:11]2[CH:16]=[CH:15][CH:14]=[CH:13][CH:12]=2)=[C:5]([C:18]#[C:19][CH2:20][CH:21]([CH3:23])[CH3:22])[CH:4]=1.C[Si]([N-][Si](C)(C)C)(C)C.[K+], predict the reaction product. The product is: [CH3:1][O:2][C:3]1[CH:4]=[C:5]2[C:6](=[CH:7][CH:8]=1)[C:9]([OH:17])=[C:10]([C:11]1[CH:16]=[CH:15][CH:14]=[CH:13][CH:12]=1)[C:19]([CH2:20][CH:21]([CH3:23])[CH3:22])=[CH:18]2.